From a dataset of Reaction yield outcomes from USPTO patents with 853,638 reactions. Predict the reaction yield, written as a fraction of the theoretical maximum amount of product (1.0 means a 100% yield; for example, 0.34 means a 34% yield). (1) The reactants are [N:1]1[CH:6]=[CH:5][CH:4]=[C:3]([N:7]2[CH2:11][CH2:10][NH:9][C:8]2=[O:12])[CH:2]=1.I[C:14]1[CH:15]=[CH:16][C:17]2[S:21][CH:20]=[N:19][C:18]=2[CH:22]=1.N[C@@H]1CCCC[C@H]1N.C(=O)([O-])[O-].[K+].[K+]. The catalyst is [Cu](I)I.O1CCOCC1. The product is [S:21]1[C:17]2[CH:16]=[CH:15][C:14]([N:9]3[CH2:10][CH2:11][N:7]([C:3]4[CH:2]=[N:1][CH:6]=[CH:5][CH:4]=4)[C:8]3=[O:12])=[CH:22][C:18]=2[N:19]=[CH:20]1. The yield is 0.618. (2) The reactants are [CH3:1][C:2]1[C:3]([NH2:9])=[N:4][C:5]([CH3:8])=[CH:6][N:7]=1.[C:10]1([CH3:23])[CH:15]=[C:14]([CH3:16])[CH:13]=[C:12]([CH3:17])[C:11]=1[S:18]([O:21][NH2:22])(=[O:20])=[O:19]. The catalyst is C(Cl)Cl. The product is [NH2:22][N:4]1[C:5]([CH3:8])=[CH:6][N:7]=[C:2]([CH3:1])[C:3]1=[NH2+:9].[CH3:17][C:12]1[CH:13]=[C:14]([CH3:16])[CH:15]=[C:10]([CH3:23])[C:11]=1[S:18]([O-:21])(=[O:20])=[O:19]. The yield is 0.590. (3) The reactants are C([Li])CCC.C(NC(C)C)(C)C.C([N-]C(C)C)(C)C.[Li+].[OH:21][C@@H:22]1[CH2:27][O:26][C:24](=[O:25])[CH2:23]1.[C:28]([O:31][C:32]([CH3:35])([CH3:34])[CH3:33])(=[O:30])[CH3:29].Cl. The catalyst is CCCCCC.O1CCCC1.C(OCC)(=O)C. The product is [C:32]([O:31][C:28](=[O:30])[CH2:29][C:24](=[O:25])[CH2:23][C@H:22]([OH:21])[CH2:27][OH:26])([CH3:35])([CH3:34])[CH3:33]. The yield is 0.0600. (4) The reactants are [N+:1]([C:4]1[CH:5]=[N:6][CH:7]=[CH:8][C:9]=1[C:10]1[CH2:15][CH2:14][CH2:13][CH:12]([N:16]2[C:24](=[O:25])[C:23]3[C:18](=[CH:19][CH:20]=[CH:21][CH:22]=3)[C:17]2=[O:26])[CH:11]=1)([O-])=O. The catalyst is C(O)(=O)C.[Pd]. The product is [NH2:1][C:4]1[CH:5]=[N:6][CH:7]=[CH:8][C:9]=1[CH:10]1[CH2:15][CH2:14][CH2:13][CH:12]([N:16]2[C:17](=[O:26])[C:18]3[C:23](=[CH:22][CH:21]=[CH:20][CH:19]=3)[C:24]2=[O:25])[CH2:11]1. The yield is 0.730. (5) The reactants are [Br:1][C:2]1[CH:3]=[C:4]([S:8](Cl)(=[O:10])=[O:9])[CH:5]=[CH:6][CH:7]=1.[NH:12]1[CH2:17][CH2:16][O:15][CH2:14][CH2:13]1. No catalyst specified. The product is [Br:1][C:2]1[CH:3]=[C:4]([S:8]([N:12]2[CH2:17][CH2:16][O:15][CH2:14][CH2:13]2)(=[O:10])=[O:9])[CH:5]=[CH:6][CH:7]=1. The yield is 0.980. (6) The product is [Cl:19][C:7]1[C:8]([NH:10][C:11]2[CH:15]=[C:14]([CH:16]3[CH2:18][CH2:17]3)[NH:13][N:12]=2)=[N:9][C:2]([NH:38][C@H:36]([C:33]2[CH:32]=[CH:31][C:30]([F:29])=[CH:35][N:34]=2)[CH3:37])=[C:3]([CH:6]=1)[C:4]#[N:5]. The yield is 0.520. The reactants are Cl[C:2]1[N:9]=[C:8]([NH:10][C:11]2[CH:15]=[C:14]([CH:16]3[CH2:18][CH2:17]3)[NH:13][N:12]=2)[C:7]([Cl:19])=[CH:6][C:3]=1[C:4]#[N:5].CCN(C(C)C)C(C)C.[F:29][C:30]1[CH:31]=[CH:32][C:33]([C@@H:36]([NH2:38])[CH3:37])=[N:34][CH:35]=1. The catalyst is CCCCO.O. (7) The reactants are [NH2:1][C:2]1[CH:3]=[C:4]([CH:7]=[CH:8][C:9]=1[Cl:10])[C:5]#[N:6].Cl.[N:12]([O-])=O.[Na+].[CH3:16][C:17]([C:24]1[CH:29]=[CH:28][C:27]([OH:30])=[C:26]([C:31]([C:34]2[CH:39]=[CH:38][CH:37]=[CH:36][CH:35]=2)([CH3:33])[CH3:32])[CH:25]=1)([CH3:23])[CH2:18][C:19]([CH3:22])([CH3:21])[CH3:20]. The catalyst is O.CO.C1(C)C(C)=CC=CC=1.[OH-].[Na+].C(O)(=O)C.C(OCC)(=O)C. The product is [Cl:10][C:9]1[CH:8]=[CH:7][C:4]([C:5]#[N:6])=[CH:3][C:2]=1[N:1]=[N:12][C:28]1[CH:29]=[C:24]([C:17]([CH3:16])([CH3:23])[CH2:18][C:19]([CH3:20])([CH3:21])[CH3:22])[CH:25]=[C:26]([C:31]([CH3:32])([C:34]2[CH:35]=[CH:36][CH:37]=[CH:38][CH:39]=2)[CH3:33])[C:27]=1[OH:30]. The yield is 0.590.